Dataset: Catalyst prediction with 721,799 reactions and 888 catalyst types from USPTO. Task: Predict which catalyst facilitates the given reaction. (1) Reactant: [CH3:1][O-:2].[Na+].Cl[C:5]1[CH:10]=[CH:9][N+:8]([O-:11])=[C:7]([CH3:12])[C:6]=1[CH3:13]. Product: [CH3:1][O:2][C:5]1[CH:10]=[CH:9][N+:8]([O-:11])=[C:7]([CH3:12])[C:6]=1[CH3:13]. The catalyst class is: 58. (2) Reactant: [F:1][C:2]1[CH:10]=[C:9]([F:11])[CH:8]=[CH:7][C:3]=1[C:4]([NH2:6])=[O:5].CO[C:14](OC)([N:16]([CH3:18])[CH3:17])[CH3:15]. Product: [CH3:17][N:16]([CH3:18])[C:14](=[N:6][C:4](=[O:5])[C:3]1[CH:7]=[CH:8][C:9]([F:11])=[CH:10][C:2]=1[F:1])[CH3:15]. The catalyst class is: 6. (3) Reactant: [Si:1]([O:8][CH2:9][C:10]([F:14])([F:13])[CH2:11][OH:12])([C:4]([CH3:7])([CH3:6])[CH3:5])([CH3:3])[CH3:2].[H-].[Na+].[CH3:17]I. Product: [C:4]([Si:1]([O:8][CH2:9][C:10]([F:13])([F:14])[CH2:11][O:12][CH3:17])([CH3:3])[CH3:2])([CH3:7])([CH3:6])[CH3:5]. The catalyst class is: 1. (4) Reactant: [F:1][C:2]1[CH:3]=[CH:4][C:5]([C@H:8]2[CH2:12][O:11][C:10](=[O:13])[NH:9]2)=[N:6][CH:7]=1.[H-].[Na+].[Br:16][C:17]1[CH:18]=[N:19][N:20]2[CH:25]=[CH:24][C:23](Cl)=[N:22][C:21]=12.O. Product: [Br:16][C:17]1[CH:18]=[N:19][N:20]2[CH:25]=[CH:24][C:23]([N:9]3[C@@H:8]([C:5]4[CH:4]=[CH:3][C:2]([F:1])=[CH:7][N:6]=4)[CH2:12][O:11][C:10]3=[O:13])=[N:22][C:21]=12. The catalyst class is: 3. (5) Reactant: C1COCC1.CO.C([O:10][C:11]([C:13]1[C:14]([Cl:24])=[C:15]([F:23])[C:16](=[O:22])[N:17]2[C:21]=1[CH2:20][CH2:19][CH2:18]2)=[O:12])C.[Li+].[OH-]. Product: [Cl:24][C:14]1[C:13]([C:11]([OH:12])=[O:10])=[C:21]2[N:17]([CH2:18][CH2:19][CH2:20]2)[C:16](=[O:22])[C:15]=1[F:23]. The catalyst class is: 25. (6) Reactant: [Br:1][C:2]1[CH:3]=[C:4]([F:10])[C:5]([F:9])=[C:6]([OH:8])[CH:7]=1.C([O-])([O-])=O.[K+].[K+].[CH2:17]1[O:19][C@H:18]1[CH2:20]OS(C1C=C([N+]([O-])=O)C=CC=1)(=O)=O. Product: [Br:1][C:2]1[CH:3]=[C:4]([F:10])[C:5]([F:9])=[C:6]([CH:7]=1)[O:8][CH2:20][C@H:18]1[CH2:17][O:19]1. The catalyst class is: 21. (7) Reactant: Br[C:2]1[CH:7]=[CH:6][C:5]([N:8]2[C:12]([C:13]3[CH:18]=[CH:17][CH:16]=[CH:15][CH:14]=3)=[N:11][N:10]=[C:9]2[C:19]2[CH:24]=[CH:23][CH:22]=[CH:21][CH:20]=2)=[CH:4][CH:3]=1.[N:25]1[CH:30]=[CH:29][CH:28]=[C:27](B(O)O)[CH:26]=1.C(=O)([O-])[O-].[Na+].[Na+]. Product: [C:19]1([C:9]2[N:8]([C:5]3[CH:6]=[CH:7][C:2]([C:27]4[CH:26]=[N:25][CH:30]=[CH:29][CH:28]=4)=[CH:3][CH:4]=3)[C:12]([C:13]3[CH:14]=[CH:15][CH:16]=[CH:17][CH:18]=3)=[N:11][N:10]=2)[CH:20]=[CH:21][CH:22]=[CH:23][CH:24]=1. The catalyst class is: 276. (8) Reactant: [CH2:1]([NH:8][C:9]1[CH:10]=[C:11]([S:15][C:16]2[CH:21]=[CH:20][C:19]([CH2:22][C:23]([O:25]CC)=[O:24])=[CH:18][CH:17]=2)[CH:12]=[CH:13][CH:14]=1)[CH2:2][CH2:3][CH2:4][CH2:5][CH2:6][CH3:7].[OH-].[Na+].O.C(O)C. Product: [CH2:1]([NH:8][C:9]1[CH:10]=[C:11]([S:15][C:16]2[CH:21]=[CH:20][C:19]([CH2:22][C:23]([OH:25])=[O:24])=[CH:18][CH:17]=2)[CH:12]=[CH:13][CH:14]=1)[CH2:2][CH2:3][CH2:4][CH2:5][CH2:6][CH3:7]. The catalyst class is: 1.